The task is: Predict the reaction yield, written as a fraction of the theoretical maximum amount of product (1.0 means a 100% yield; for example, 0.34 means a 34% yield).. This data is from Reaction yield outcomes from USPTO patents with 853,638 reactions. (1) The reactants are [CH2:1]([NH:8][CH:9]1[CH2:14][CH:13]([CH:15]([CH3:17])[CH3:16])[CH2:12][C:11]([C:18]2[CH:23]=[CH:22][N:21]=[CH:20][C:19]=2[N+:24]([O-:26])=[O:25])=[CH:10]1)[C:2]1[CH:7]=[CH:6][CH:5]=[CH:4][CH:3]=1.C(N(CC)CC)C.[CH3:34][C:35]([O:38][C:39](O[C:39]([O:38][C:35]([CH3:37])([CH3:36])[CH3:34])=[O:40])=[O:40])([CH3:37])[CH3:36]. The catalyst is C(Cl)Cl. The product is [CH2:1]([N:8]([CH:9]1[CH2:14][CH:13]([CH:15]([CH3:17])[CH3:16])[CH2:12][C:11]([C:18]2[CH:23]=[CH:22][N:21]=[CH:20][C:19]=2[N+:24]([O-:26])=[O:25])=[CH:10]1)[C:39](=[O:40])[O:38][C:35]([CH3:37])([CH3:36])[CH3:34])[C:2]1[CH:3]=[CH:4][CH:5]=[CH:6][CH:7]=1. The yield is 0.700. (2) The reactants are [C:1]([O:5][C:6](=[O:12])[NH:7][CH2:8][CH2:9][CH:10]=O)([CH3:4])([CH3:3])[CH3:2].[Br:13][C:14]1[CH:19]=[CH:18][C:17]([C@@H:20]([NH2:22])[CH3:21])=[CH:16][CH:15]=1.[BH4-].[Na+].CCN(CC)CC.[CH3:32][C:33]([O:36][C:37](O[C:37]([O:36][C:33]([CH3:35])([CH3:34])[CH3:32])=[O:38])=[O:38])([CH3:35])[CH3:34]. The catalyst is CO.CCOC(C)=O. The product is [C:1]([O:5][C:6](=[O:12])[NH:7][CH2:8][CH2:9][CH2:10][N:22]([CH:20]([C:17]1[CH:18]=[CH:19][C:14]([Br:13])=[CH:15][CH:16]=1)[CH3:21])[C:37]([O:36][C:33]([CH3:35])([CH3:34])[CH3:32])=[O:38])([CH3:4])([CH3:3])[CH3:2]. The yield is 0.740. (3) The reactants are [CH:1]1([CH2:4][CH2:5][N:6]2[C:11](=[O:12])[CH2:10][C:9](=[O:13])[N:8]([C:14]3[CH:19]=[CH:18][C:17]([C:20]4[O:21][CH:22]=[CH:23][CH:24]=4)=[CH:16][CH:15]=3)[C:7]2=[O:25])[CH2:3][CH2:2]1.C(N(C(C)C)CC)(C)C.[N:35]([CH2:38][C:39]([O:41]CC)=[O:40])=[C:36]=[O:37]. The catalyst is ClCCl. The product is [CH:1]1([CH2:4][CH2:5][N:6]2[C:11](=[O:12])[C:10]([C:36]([NH:35][CH2:38][C:39]([OH:41])=[O:40])=[O:37])=[C:9]([OH:13])[N:8]([C:14]3[CH:19]=[CH:18][C:17]([C:20]4[O:21][CH:22]=[CH:23][CH:24]=4)=[CH:16][CH:15]=3)[C:7]2=[O:25])[CH2:3][CH2:2]1. The yield is 0.0700.